Dataset: NCI-60 drug combinations with 297,098 pairs across 59 cell lines. Task: Regression. Given two drug SMILES strings and cell line genomic features, predict the synergy score measuring deviation from expected non-interaction effect. (1) Drug 1: C#CCC(CC1=CN=C2C(=N1)C(=NC(=N2)N)N)C3=CC=C(C=C3)C(=O)NC(CCC(=O)O)C(=O)O. Drug 2: COCCOC1=C(C=C2C(=C1)C(=NC=N2)NC3=CC=CC(=C3)C#C)OCCOC.Cl. Cell line: 786-0. Synergy scores: CSS=6.52, Synergy_ZIP=-2.60, Synergy_Bliss=-1.74, Synergy_Loewe=1.42, Synergy_HSA=-0.0945. (2) Drug 1: CN1CCC(CC1)COC2=C(C=C3C(=C2)N=CN=C3NC4=C(C=C(C=C4)Br)F)OC. Drug 2: CC1=C2C(C(=O)C3(C(CC4C(C3C(C(C2(C)C)(CC1OC(=O)C(C(C5=CC=CC=C5)NC(=O)C6=CC=CC=C6)O)O)OC(=O)C7=CC=CC=C7)(CO4)OC(=O)C)O)C)OC(=O)C. Cell line: HCT116. Synergy scores: CSS=66.0, Synergy_ZIP=16.7, Synergy_Bliss=15.6, Synergy_Loewe=-4.71, Synergy_HSA=14.9. (3) Drug 1: C1=NC2=C(N=C(N=C2N1C3C(C(C(O3)CO)O)O)F)N. Drug 2: CC(C)(C#N)C1=CC(=CC(=C1)CN2C=NC=N2)C(C)(C)C#N. Cell line: NCI-H322M. Synergy scores: CSS=0.804, Synergy_ZIP=-0.750, Synergy_Bliss=-1.46, Synergy_Loewe=-2.48, Synergy_HSA=-1.98.